This data is from Full USPTO retrosynthesis dataset with 1.9M reactions from patents (1976-2016). The task is: Predict the reactants needed to synthesize the given product. (1) Given the product [Cl:11][C:7]1[CH:8]=[CH:9][CH:10]=[C:5]2[C:6]=1[CH:12]=[C:14]([CH2:15][CH2:22][N:19]1[CH2:20][CH2:21][C@@H:17]([OH:16])[CH2:18]1)[NH:3][C:4]2=[O:13], predict the reactants needed to synthesize it. The reactants are: C([N:3]([CH2:14][CH3:15])[C:4](=[O:13])[C:5]1[CH:10]=[CH:9][CH:8]=[C:7]([Cl:11])[C:6]=1[CH3:12])C.[OH:16][C@@H:17]1[CH2:21][CH2:20][N:19]([CH2:22]CC(N(OC)C)=O)[CH2:18]1. (2) Given the product [O:1]([C:2]1[CH:3]=[C:4]([C:8]2[C:17]3[C:12](=[C:13]([C:18]([F:21])([F:19])[F:20])[CH:14]=[CH:15][CH:16]=3)[N:11]=[CH:10][C:9]=2[C:22]([C:24]2[CH:25]=[CH:26][CH:27]=[CH:28][CH:29]=2)=[O:23])[CH:5]=[CH:6][CH:7]=1)[C:30]1[CH:35]=[CH:34][CH:33]=[CH:32][CH:31]=1, predict the reactants needed to synthesize it. The reactants are: [OH:1][C:2]1[CH:3]=[C:4]([C:8]2[C:17]3[C:12](=[C:13]([C:18]([F:21])([F:20])[F:19])[CH:14]=[CH:15][CH:16]=3)[N:11]=[CH:10][C:9]=2[C:22]([C:24]2[CH:29]=[CH:28][CH:27]=[CH:26][CH:25]=2)=[O:23])[CH:5]=[CH:6][CH:7]=1.[C:30]1(B(O)O)[CH:35]=[CH:34][CH:33]=[CH:32][CH:31]=1. (3) The reactants are: [C:1]([C:5]1[N:9]([CH2:10][CH:11]2[CH2:16][CH2:15][C:14]([F:18])([F:17])[CH2:13][CH2:12]2)[C:8]2[CH:19]=[CH:20][C:21]([S:23]([N:26]3[CH2:29][CH:28]([N:30]=[C:31]=[O:32])[CH2:27]3)(=[O:25])=[O:24])=[CH:22][C:7]=2[N:6]=1)([CH3:4])([CH3:3])[CH3:2].[CH:33]1([NH2:36])[CH2:35][CH2:34]1. Given the product [C:1]([C:5]1[N:9]([CH2:10][CH:11]2[CH2:12][CH2:13][C:14]([F:17])([F:18])[CH2:15][CH2:16]2)[C:8]2[CH:19]=[CH:20][C:21]([S:23]([N:26]3[CH2:27][CH:28]([NH:30][C:31]([NH:36][CH:33]4[CH2:35][CH2:34]4)=[O:32])[CH2:29]3)(=[O:25])=[O:24])=[CH:22][C:7]=2[N:6]=1)([CH3:4])([CH3:2])[CH3:3], predict the reactants needed to synthesize it. (4) Given the product [Cl:1][C:2]1[CH:10]=[CH:9][CH:8]=[C:7]([F:11])[C:3]=1[C:4]([N:14]([CH2:12][CH3:13])[CH2:15][C:16]([CH2:22][NH:23][C:24]1[CH:32]=[C:31]([CH3:33])[CH:30]=[C:29]2[C:25]=1[CH:26]=[N:27][N:28]2[C:34]1[CH:35]=[CH:36][C:37]([F:40])=[CH:38][CH:39]=1)([OH:21])[C:17]([F:18])([F:20])[F:19])=[O:5], predict the reactants needed to synthesize it. The reactants are: [Cl:1][C:2]1[CH:10]=[CH:9][CH:8]=[C:7]([F:11])[C:3]=1[C:4](Cl)=[O:5].[CH2:12]([NH:14][CH2:15][C:16]([CH2:22][NH:23][C:24]1[CH:32]=[C:31]([CH3:33])[CH:30]=[C:29]2[C:25]=1[CH:26]=[N:27][N:28]2[C:34]1[CH:39]=[CH:38][C:37]([F:40])=[CH:36][CH:35]=1)([OH:21])[C:17]([F:20])([F:19])[F:18])[CH3:13]. (5) Given the product [CH2:1]([N:3]1[CH:7]=[C:6]([C:8]2[CH:13]=[CH:12][N:11]=[C:10]3[NH:14][C:15]([C:17]([NH:38][CH2:37][CH2:36][N:33]4[CH2:34][CH2:35][N:30]([CH3:29])[CH2:31][CH2:32]4)=[O:19])=[CH:16][C:9]=23)[C:5]([C:20]2[CH:25]=[CH:24][C:23]([N+:26]([O-:28])=[O:27])=[CH:22][CH:21]=2)=[N:4]1)[CH3:2], predict the reactants needed to synthesize it. The reactants are: [CH2:1]([N:3]1[CH:7]=[C:6]([C:8]2[CH:13]=[CH:12][N:11]=[C:10]3[NH:14][C:15]([C:17]([OH:19])=O)=[CH:16][C:9]=23)[C:5]([C:20]2[CH:25]=[CH:24][C:23]([N+:26]([O-:28])=[O:27])=[CH:22][CH:21]=2)=[N:4]1)[CH3:2].[CH3:29][N:30]1[CH2:35][CH2:34][N:33]([CH2:36][CH2:37][NH2:38])[CH2:32][CH2:31]1.Cl.CN(C)CCCN=C=NCC. (6) Given the product [C:1]([NH:4][C:5]1[C:6]([N+:16]([O-:18])=[O:17])=[C:7]([C:12](/[CH:46]=[CH:45]/[C:44]([O:48][CH3:49])=[O:47])=[CH:13][CH:14]=1)[C:8]([O:10][CH3:11])=[O:9])(=[O:3])[CH3:2], predict the reactants needed to synthesize it. The reactants are: [C:1]([NH:4][C:5]1[C:6]([N+:16]([O-:18])=[O:17])=[C:7]([C:12](Br)=[CH:13][CH:14]=1)[C:8]([O:10][CH3:11])=[O:9])(=[O:3])[CH3:2].C1(P(C2C=CC=CC=2)C2C=CC=CC=2)C=CC=CC=1.C(=O)([O-])[O-].[K+].[K+].[C:44]([O:48][CH3:49])(=[O:47])[CH:45]=[CH2:46]. (7) The reactants are: [CH3:1][O:2][C:3]([NH:5][C@@H:6]([CH2:11]/[C:12](/[NH:19][C:20]([O:22][CH3:23])=[O:21])=[CH:13]/[NH:14][C:15]([O:17][CH3:18])=[O:16])[C:7]([O:9][CH3:10])=[O:8])=[O:4]. Given the product [CH3:1][O:2][C:3]([NH:5][C@@H:6]([CH2:11][CH:12]([NH:19][C:20]([O:22][CH3:23])=[O:21])[CH2:13][NH:14][C:15]([O:17][CH3:18])=[O:16])[C:7]([O:9][CH3:10])=[O:8])=[O:4], predict the reactants needed to synthesize it. (8) Given the product [CH3:44][C:40]1[CH:39]=[C:38]([N:37]([C:33]2[CH:34]=[CH:35][CH:36]=[C:31]([CH3:30])[CH:32]=2)[C:12]2[C:17]3=[CH:18][CH:19]=[C:20]4[C:29]([CH:28]=[C:27]5[C:22]([CH:23]=[CH:24][CH:25]=[CH:26]5)=[CH:21]4)=[C:16]3[CH:15]=[CH:14][CH:13]=2)[CH:43]=[CH:42][CH:41]=1, predict the reactants needed to synthesize it. The reactants are: ClP(C(C)(C)C)C(C)(C)C.Br[C:12]1[C:17]2=[CH:18][CH:19]=[C:20]3[C:29]([CH:28]=[C:27]4[C:22]([CH:23]=[CH:24][CH:25]=[CH:26]4)=[CH:21]3)=[C:16]2[CH:15]=[CH:14][CH:13]=1.[CH3:30][C:31]1[CH:32]=[C:33]([NH:37][C:38]2[CH:43]=[CH:42][CH:41]=[C:40]([CH3:44])[CH:39]=2)[CH:34]=[CH:35][CH:36]=1.CC(C)([O-])C.[Na+].